This data is from Full USPTO retrosynthesis dataset with 1.9M reactions from patents (1976-2016). The task is: Predict the reactants needed to synthesize the given product. (1) Given the product [F:1][C@H:2]1[CH2:6][N:5]([C:7]([O:9][C:10]([CH3:12])([CH3:13])[CH3:11])=[O:8])[C@H:4]([C:14](=[O:24])[NH:15][C@@H:16]2[C@@H:23]3[C@@H:19]([CH2:20][N:21]([C:26]4[CH:31]=[C:30]([C:32]([F:35])([F:34])[F:33])[CH:29]=[CH:28][N:27]=4)[CH2:22]3)[CH2:18][CH2:17]2)[CH2:3]1, predict the reactants needed to synthesize it. The reactants are: [F:1][C@H:2]1[CH2:6][N:5]([C:7]([O:9][C:10]([CH3:13])([CH3:12])[CH3:11])=[O:8])[C@H:4]([C:14](=[O:24])[NH:15][C@@H:16]2[C@@H:23]3[C@@H:19]([CH2:20][NH:21][CH2:22]3)[CH2:18][CH2:17]2)[CH2:3]1.Br[C:26]1[CH:31]=[C:30]([C:32]([F:35])([F:34])[F:33])[CH:29]=[CH:28][N:27]=1.C(N(CC)CC)C.O.C(O)C. (2) Given the product [Cl:1][C:2]1[CH:7]=[CH:6][C:5]([C@H:8]([NH:11][C:12](=[O:18])[O:13][C:14]([CH3:17])([CH3:16])[CH3:15])[CH2:9][CH3:10])=[C:4]([F:19])[C:3]=1[C:20]([C:22]1[CH:23]=[N:24][C:25]([NH:36][CH2:35][C:34]2[CH:37]=[CH:38][C:31]([O:30][CH3:29])=[CH:32][CH:33]=2)=[CH:26][CH:27]=1)=[O:21], predict the reactants needed to synthesize it. The reactants are: [Cl:1][C:2]1[CH:7]=[CH:6][C:5]([C@H:8]([NH:11][C:12](=[O:18])[O:13][C:14]([CH3:17])([CH3:16])[CH3:15])[CH2:9][CH3:10])=[C:4]([F:19])[C:3]=1[C:20]([C:22]1[CH:23]=[N:24][C:25](Cl)=[CH:26][CH:27]=1)=[O:21].[CH3:29][O:30][C:31]1[CH:38]=[CH:37][C:34]([CH2:35][NH2:36])=[CH:33][CH:32]=1. (3) Given the product [OH:18][C:6]1[CH:5]=[C:4]([CH:9]=[C:8]([O:10][CH2:11][C:12]2[CH:17]=[CH:16][CH:15]=[CH:14][CH:13]=2)[CH:7]=1)[C:3]([OH:19])=[O:2], predict the reactants needed to synthesize it. The reactants are: C[O:2][C:3](=[O:19])[C:4]1[CH:9]=[C:8]([O:10][CH2:11][C:12]2[CH:17]=[CH:16][CH:15]=[CH:14][CH:13]=2)[CH:7]=[C:6]([OH:18])[CH:5]=1.[OH-].[Na+].Cl.